This data is from Forward reaction prediction with 1.9M reactions from USPTO patents (1976-2016). The task is: Predict the product of the given reaction. (1) Given the reactants [CH3:1][N:2]([CH3:20])[C:3]([C@@H:5]1[CH2:7][C@H:6]1[C:8]([C:10]1[C:18]2[C:13](=[CH:14][CH:15]=[C:16]([F:19])[CH:17]=2)[NH:12][CH:11]=1)=O)=O.[H-].[Al+3].[Li+].[H-].[H-].[H-], predict the reaction product. The product is: [F:19][C:16]1[CH:17]=[C:18]2[C:13](=[CH:14][CH:15]=1)[NH:12][CH:11]=[C:10]2[CH2:8][CH:6]1[CH2:7][CH:5]1[CH2:3][N:2]([CH3:1])[CH3:20]. (2) The product is: [N:2]1[NH:21][N:22]=[N:23][C:1]=1[C:3]1[S:7][C:6]([N:8]2[CH2:9][CH2:10][N:11]([C:14]([O:16][C:17]([CH3:20])([CH3:19])[CH3:18])=[O:15])[CH2:12][CH2:13]2)=[N:5][N:4]=1. Given the reactants [C:1]([C:3]1[S:7][C:6]([N:8]2[CH2:13][CH2:12][N:11]([C:14]([O:16][C:17]([CH3:20])([CH3:19])[CH3:18])=[O:15])[CH2:10][CH2:9]2)=[N:5][N:4]=1)#[N:2].[N-:21]=[N+:22]=[N-:23].[Na+].[Cl-].[NH4+].Cl, predict the reaction product. (3) Given the reactants [CH3:1][O:2][C:3](=[O:24])[C@@H:4]([NH:16]C(OC(C)(C)C)=O)[CH2:5][C:6]1[CH:15]=[CH:14][C:13]2[C:8](=[CH:9][CH:10]=[CH:11][CH:12]=2)[CH:7]=1.[ClH:25], predict the reaction product. The product is: [ClH:25].[CH3:1][O:2][C:3](=[O:24])[C@@H:4]([NH2:16])[CH2:5][C:6]1[CH:15]=[CH:14][C:13]2[C:8](=[CH:9][CH:10]=[CH:11][CH:12]=2)[CH:7]=1. (4) Given the reactants [NH:1]1[CH2:6][CH2:5][CH:4]([CH2:7][OH:8])[CH2:3][CH2:2]1.C([O-])(O)=O.[Na+].[N:14]#[C:15]Br, predict the reaction product. The product is: [OH:8][CH2:7][CH:4]1[CH2:5][CH2:6][N:1]([C:15]#[N:14])[CH2:2][CH2:3]1. (5) Given the reactants [C:1]([O:5][C:6]([NH:8][C@@H:9]([CH2:14][C:15]1[CH:20]=[CH:19][C:18]([OH:21])=[CH:17][CH:16]=1)[C:10]([O:12][CH3:13])=[O:11])=[O:7])([CH3:4])([CH3:3])[CH3:2].Br[CH2:23][C:24]1[CH:33]=[CH:32][C:27]([C:28]([O:30][CH3:31])=[O:29])=[CH:26][CH:25]=1.C([O-])([O-])=O.[K+].[K+], predict the reaction product. The product is: [C:1]([O:5][C:6]([NH:8][C@H:9]([C:10]([O:12][CH3:13])=[O:11])[CH2:14][C:15]1[CH:20]=[CH:19][C:18]([O:21][CH2:23][C:24]2[CH:33]=[CH:32][C:27]([C:28]([O:30][CH3:31])=[O:29])=[CH:26][CH:25]=2)=[CH:17][CH:16]=1)=[O:7])([CH3:4])([CH3:2])[CH3:3]. (6) Given the reactants [CH2:1]([OH:6])[CH2:2][CH2:3][CH2:4][CH3:5].COC(OC)OC.O=[C:15]1[CH2:24][CH2:23][C:22]2[CH:21]=[C:20]([C@H:25]3[CH2:34][CH2:33][C@@:27]4([NH:31][C:30](=[O:32])[O:29][CH2:28]4)[CH2:26]3)[CH:19]=[CH:18][C:17]=2[CH2:16]1, predict the reaction product. The product is: [CH2:1]([O:6][CH:15]1[CH2:24][CH2:23][C:22]2[CH:21]=[C:20]([C@H:25]3[CH2:34][CH2:33][C@@:27]4([NH:31][C:30](=[O:32])[O:29][CH2:28]4)[CH2:26]3)[CH:19]=[CH:18][C:17]=2[CH2:16]1)[CH2:2][CH2:3][CH2:4][CH3:5]. (7) Given the reactants [CH:1]1([N:6]2[C:11]3=[N:12][C:13]([NH:16][CH2:17][CH2:18][CH2:19][CH2:20][N:21]([CH2:24][CH3:25])[CH2:22][CH3:23])=[N:14][CH:15]=[C:10]3[CH2:9][N:8]([C:26]3[C:31]([F:32])=[C:30]([O:33]C)[CH:29]=[C:28]([O:35][CH3:36])[C:27]=3[F:37])[C:7]2=[O:38])[CH2:5][CH2:4][CH2:3][CH2:2]1.ClCCl.O.Cl, predict the reaction product. The product is: [CH:1]1([N:6]2[C:11]3=[N:12][C:13]([NH:16][CH2:17][CH2:18][CH2:19][CH2:20][N:21]([CH2:22][CH3:23])[CH2:24][CH3:25])=[N:14][CH:15]=[C:10]3[CH2:9][N:8]([C:26]3[C:27]([F:37])=[C:28]([O:35][CH3:36])[CH:29]=[C:30]([OH:33])[C:31]=3[F:32])[C:7]2=[O:38])[CH2:5][CH2:4][CH2:3][CH2:2]1. (8) Given the reactants [CH3:1][O:2][C:3]([C:5]1[C@@H:10]([C:11]2[CH:16]=[CH:15][C:14]([C:17]#[N:18])=[CH:13][C:12]=2[C:19]#[C:20][Si](C)(C)C)[N:9]2[C:25](=[O:28])[NH:26][N:27]=[C:8]2[N:7]([C:29]2[CH:34]=[CH:33][CH:32]=[C:31]([C:35]([F:38])([F:37])[F:36])[CH:30]=2)[C:6]=1[CH3:39])=[O:4].C1C(=O)N([Br:47])C(=O)C1, predict the reaction product. The product is: [CH3:1][O:2][C:3]([C:5]1[C@@H:10]([C:11]2[CH:16]=[CH:15][C:14]([C:17]#[N:18])=[CH:13][C:12]=2[C:19]#[C:20][Br:47])[N:9]2[C:25](=[O:28])[NH:26][N:27]=[C:8]2[N:7]([C:29]2[CH:34]=[CH:33][CH:32]=[C:31]([C:35]([F:38])([F:37])[F:36])[CH:30]=2)[C:6]=1[CH3:39])=[O:4].